Dataset: Catalyst prediction with 721,799 reactions and 888 catalyst types from USPTO. Task: Predict which catalyst facilitates the given reaction. (1) Reactant: Cl[C:2]1(O)[C:11]2[C:6](=[CH:7][CH:8]=[CH:9][CH:10]=2)[N:5]=[CH:4][CH:3]1[S:12]([C:15]1[CH:20]=[CH:19][C:18]([CH3:21])=[CH:17][CH:16]=1)(=[O:14])=[O:13].[Cl:23][C:24]1[CH:29]=[CH:28][C:27](B(O)O)=[CH:26][CH:25]=1.C(=O)([O-])[O-].[K+].[K+]. Product: [Cl:23][C:24]1[CH:29]=[CH:28][C:27]([C:2]2[C:11]3[C:6](=[CH:7][CH:8]=[CH:9][CH:10]=3)[N:5]=[CH:4][C:3]=2[S:12]([C:15]2[CH:20]=[CH:19][C:18]([CH3:21])=[CH:17][CH:16]=2)(=[O:14])=[O:13])=[CH:26][CH:25]=1. The catalyst class is: 12. (2) Reactant: C(OC(=O)[NH:7][C:8]1[CH:13]=[C:12]([CH3:14])[CH:11]=[CH:10][C:9]=1[O:15][CH2:16][CH2:17][CH2:18][N:19]([CH3:21])[CH3:20])(C)(C)C. Product: [CH3:21][N:19]([CH3:20])[CH2:18][CH2:17][CH2:16][O:15][C:9]1[CH:10]=[CH:11][C:12]([CH3:14])=[CH:13][C:8]=1[NH2:7]. The catalyst class is: 393. (3) Reactant: [CH3:1][C:2]([S:11][C:12]1[CH:17]=[CH:16][C:15](B2OC(C)(C)C(C)(C)O2)=[CH:14][CH:13]=1)([CH3:10])[C:3]([O:5][C:6]([CH3:9])([CH3:8])[CH3:7])=[O:4].Br[C:28]1[N:29]([CH2:37][CH2:38][CH2:39][CH2:40][CH3:41])[CH:30]=[C:31]([C:33]([O:35][CH3:36])=[O:34])[N:32]=1.C1(C)C=CC=CC=1. Product: [C:6]([O:5][C:3](=[O:4])[C:2]([S:11][C:12]1[CH:13]=[CH:14][C:15]([C:28]2[N:29]([CH2:37][CH2:38][CH2:39][CH2:40][CH3:41])[CH:30]=[C:31]([C:33]([O:35][CH3:36])=[O:34])[N:32]=2)=[CH:16][CH:17]=1)([CH3:1])[CH3:10])([CH3:7])([CH3:8])[CH3:9]. The catalyst class is: 294. (4) Reactant: [NH2:1][C:2](=[N:30][OH:31])[CH:3]1[CH2:8][CH2:7][N:6]([C:9]2[CH:18]=[CH:17][C:16]3[C:11](=[CH:12][CH:13]=[C:14]([Cl:29])[C:15]=3[NH:19][C:20](=[O:28])[CH2:21][CH:22]3[CH2:27][CH2:26][CH2:25][CH2:24][CH2:23]3)[N:10]=2)[CH2:5][CH2:4]1.N1C=CC=CC=1.C(C(CCCC)[CH2:41][O:42]C(Cl)=O)C. Product: [Cl:29][C:14]1[C:15]([NH:19][C:20](=[O:28])[CH2:21][CH:22]2[CH2:27][CH2:26][CH2:25][CH2:24][CH2:23]2)=[C:16]2[C:11](=[CH:12][CH:13]=1)[N:10]=[C:9]([N:6]1[CH2:7][CH2:8][CH:3]([C:2]3[NH:1][C:41](=[O:42])[O:31][N:30]=3)[CH2:4][CH2:5]1)[CH:18]=[CH:17]2. The catalyst class is: 4. (5) Reactant: [N:1]1([C:13]([O:15][CH2:16][C:17]2[CH:22]=[CH:21][CH:20]=[CH:19][CH:18]=2)=[O:14])[CH2:5][CH2:4][CH:3]([C:6]([O:8]C(C)(C)C)=[O:7])[NH:2]1.C(O)(C(F)(F)F)=O.O. Product: [C:17]1([CH2:16][O:15][C:13]([N:1]2[CH2:5][CH2:4][CH:3]([C:6]([OH:8])=[O:7])[NH:2]2)=[O:14])[CH:22]=[CH:21][CH:20]=[CH:19][CH:18]=1. The catalyst class is: 4. (6) Reactant: F[C:2]1[CH:9]=[CH:8][C:7]([N+:10]([O-:12])=[O:11])=[CH:6][C:3]=1[CH:4]=[O:5].[CH3:13][O:14][C:15](=[O:26])[CH2:16][C:17]1[CH:22]=[CH:21][C:20]([O:23][CH3:24])=[C:19]([OH:25])[CH:18]=1.C(=O)([O-])[O-].[K+].[K+]. The catalyst class is: 12. Product: [CH:4]([C:3]1[CH:6]=[C:7]([N+:10]([O-:12])=[O:11])[CH:8]=[CH:9][C:2]=1[O:25][C:19]1[CH:18]=[C:17]([CH2:16][C:15]([O:14][CH3:13])=[O:26])[CH:22]=[CH:21][C:20]=1[O:23][CH3:24])=[O:5]. (7) The catalyst class is: 7. Product: [F:16][C:17]([F:27])([F:28])[C:18]1[CH:19]=[C:20]([NH:24][C:25]([CH:6]2[C:7](=[O:12])[CH2:8][C:9]([CH3:11])([CH3:10])[CH:4]([CH2:3][O:2][CH3:1])[C:5]2=[O:13])=[O:26])[CH:21]=[CH:22][CH:23]=1. Reactant: [CH3:1][O:2][CH2:3][CH:4]1[C:9]([CH3:11])([CH3:10])[CH2:8][C:7](=[O:12])[CH2:6][C:5]1=[O:13].[H-].[Na+].[F:16][C:17]([F:28])([F:27])[C:18]1[CH:23]=[CH:22][CH:21]=[C:20]([N:24]=[C:25]=[O:26])[CH:19]=1. (8) Reactant: [H-].[Na+].[Cl:3][C:4]([Cl:9])([CH3:8])[CH:5]([OH:7])[CH3:6].Cl[C:11]1[CH:16]=[C:15](Cl)[N:14]=[CH:13][N:12]=1.[CH2:18]([OH:22])[C:19]#[C:20][CH3:21].[Cl-].[NH4+]. Product: [CH2:18]([O:22][C:11]1[CH:16]=[C:15]([O:7][CH:5]([CH3:6])[C:4]([Cl:9])([Cl:3])[CH3:8])[N:14]=[CH:13][N:12]=1)[C:19]#[C:20][CH3:21]. The catalyst class is: 7. (9) Reactant: [F:1][C:2]1[C:7]([O:8][CH3:9])=[C:6]([N+:10]([O-])=O)[CH:5]=[CH:4][C:3]=1[C:13]([N:15]1[CH2:20][CH2:19][O:18][CH2:17][CH2:16]1)=[O:14]. Product: [NH2:10][C:6]1[CH:5]=[CH:4][C:3]([C:13]([N:15]2[CH2:16][CH2:17][O:18][CH2:19][CH2:20]2)=[O:14])=[C:2]([F:1])[C:7]=1[O:8][CH3:9]. The catalyst class is: 63. (10) Reactant: C[O:2][B:3]([O:6]C)OC.Br[C:9]1[CH:10]=[CH:11][C:12]([F:17])=[C:13]([CH:16]=1)[C:14]#[N:15].C([Li])CCC. Product: [C:14]([C:13]1[CH:16]=[C:9]([B:3]([OH:6])[OH:2])[CH:10]=[CH:11][C:12]=1[F:17])#[N:15]. The catalyst class is: 247.